Dataset: Forward reaction prediction with 1.9M reactions from USPTO patents (1976-2016). Task: Predict the product of the given reaction. (1) Given the reactants [Br:1][C:2]1[CH:3]=[N:4][CH:5]=[C:6](Br)[C:7]=1/[CH:8]=[N:9]/[NH:10][CH3:11].[H-].[Na+], predict the reaction product. The product is: [Br:1][C:2]1[CH:3]=[N:4][CH:5]=[C:6]2[N:10]([CH3:11])[N:9]=[CH:8][C:7]=12. (2) Given the reactants [N:1]1(/[C:10](/[NH:25][CH2:26][C:27]2[CH:32]=[CH:31][C:30]([O:33][CH3:34])=[CH:29][CH:28]=2)=[N:11]/[C:12](=O)[CH2:13][C:14]2[CH:19]=[CH:18][C:17]([O:20][CH3:21])=[C:16]([O:22][CH3:23])[CH:15]=2)C2C=CC=CC=2N=[N:2]1.[Cl:35][C:36]1[CH:41]=[C:40](NN)[N:39]=[C:38]([CH3:44])[N:37]=1.C(N(CC)CC)C, predict the reaction product. The product is: [Cl:35][C:36]1[N:37]=[C:38]([CH3:44])[N:39]=[C:40]([N:2]2[C:12]([CH2:13][C:14]3[CH:19]=[CH:18][C:17]([O:20][CH3:21])=[C:16]([O:22][CH3:23])[CH:15]=3)=[N:11][C:10]([NH:25][CH2:26][C:27]3[CH:32]=[CH:31][C:30]([O:33][CH3:34])=[CH:29][CH:28]=3)=[N:1]2)[CH:41]=1. (3) Given the reactants [F:1][C:2]1[CH:3]=[C:4]([CH:49]=[CH:50][CH:51]=1)[CH2:5][N:6]1[CH:10]=[C:9]([C:11]2[C:19]3[C:14](=[N:15][CH:16]=[C:17]([C:20]4[CH:25]=[CH:24][C:23]([N:26]5[CH2:31][CH2:30][N:29](C(OC(C)(C)C)=O)[CH2:28][CH2:27]5)=[CH:22][CH:21]=4)[CH:18]=3)[N:13]([S:39]([C:42]3[CH:48]=[CH:47][C:45]([CH3:46])=[CH:44][CH:43]=3)(=[O:41])=[O:40])[CH:12]=2)[CH:8]=[N:7]1.[ClH:52], predict the reaction product. The product is: [ClH:52].[F:1][C:2]1[CH:3]=[C:4]([CH:49]=[CH:50][CH:51]=1)[CH2:5][N:6]1[CH:10]=[C:9]([C:11]2[C:19]3[C:14](=[N:15][CH:16]=[C:17]([C:20]4[CH:25]=[CH:24][C:23]([N:26]5[CH2:27][CH2:28][NH:29][CH2:30][CH2:31]5)=[CH:22][CH:21]=4)[CH:18]=3)[N:13]([S:39]([C:42]3[CH:48]=[CH:47][C:45]([CH3:46])=[CH:44][CH:43]=3)(=[O:40])=[O:41])[CH:12]=2)[CH:8]=[N:7]1. (4) Given the reactants C([O-])([O-])=O.[K+].[K+].C([O:9][C:10]([C:12]1[O:16][C:15]([CH2:17][O:18][C:19]2[CH:24]=[CH:23][CH:22]=[CH:21][CH:20]=2)=[N:14][C:13]=1[CH2:25][CH2:26][NH2:27])=O)C, predict the reaction product. The product is: [O:18]([CH2:17][C:15]1[O:16][C:12]2[C:10](=[O:9])[NH:27][CH2:26][CH2:25][C:13]=2[N:14]=1)[C:19]1[CH:24]=[CH:23][CH:22]=[CH:21][CH:20]=1. (5) Given the reactants C(OC[CH2:10][CH2:11][CH2:12][N:13]([CH2:26][CH2:27][CH3:28])[C:14]([C:16]1[CH:17]=[C:18]([CH:22]=[C:23]([CH3:25])[CH:24]=1)[C:19]([OH:21])=O)=[O:15])C1C=CC=CC=1.F[C:30](F)(F)[C:31]([OH:33])=O.[NH2:36][C@@H:37]([CH2:51][C:52]1[CH:57]=[C:56](F)[CH:55]=[C:54](F)[CH:53]=1)[C@H:38]([OH:50])[CH2:39][NH:40][CH2:41][C:42]1[CH:47]=[CH:46][CH:45]=[C:44]([O:48][CH3:49])[CH:43]=1.C(N(CC)C(C)C)(C)C.[CH:69]1[CH:70]=[CH:71]C2N(O)N=N[C:73]=2[CH:74]=1.C(Cl)CCl, predict the reaction product. The product is: [CH2:31]([O:33][C:55]1[CH:56]=[CH:57][C:52]([CH2:51][C@H:37]([NH:36][C:19](=[O:21])[C:18]2[CH:22]=[C:23]([CH3:25])[CH:24]=[C:16]([C:14]([N:13]([CH2:12][CH2:11][CH3:10])[CH2:26][CH2:27][CH3:28])=[O:15])[CH:17]=2)[C@H:38]([OH:50])[CH2:39][NH:40][CH2:41][C:42]2[CH:47]=[CH:46][CH:45]=[C:44]([O:48][CH3:49])[CH:43]=2)=[CH:53][CH:54]=1)[C:30]1[CH:71]=[CH:70][CH:69]=[CH:74][CH:73]=1. (6) The product is: [CH2:60]([N:67]1[CH2:71][CH2:70][CH:69]([CH2:72][NH:73][C:18](=[O:19])[C:17]2[CH:21]=[CH:22][C:14]([C:11]3[CH2:10][C:9]([C:4]4[CH:3]=[C:2]([Cl:1])[CH:7]=[C:6]([Cl:8])[CH:5]=4)([C:24]([F:27])([F:25])[F:26])[O:13][N:12]=3)=[CH:15][C:16]=2[CH3:23])[O:68]1)[C:61]1[CH:62]=[CH:63][CH:64]=[CH:65][CH:66]=1. Given the reactants [Cl:1][C:2]1[CH:3]=[C:4]([C:9]2([C:24]([F:27])([F:26])[F:25])[O:13][N:12]=[C:11]([C:14]3[CH:22]=[CH:21][C:17]([C:18](O)=[O:19])=[C:16]([CH3:23])[CH:15]=3)[CH2:10]2)[CH:5]=[C:6]([Cl:8])[CH:7]=1.CN(C(ON1N=NC2C=CC=CC1=2)=[N+](C)C)C.[B-](F)(F)(F)F.C1C=CC2N(O)N=NC=2C=1.[CH2:60]([N:67]1[CH2:71][CH2:70][CH:69]([CH2:72][NH2:73])[O:68]1)[C:61]1[CH:66]=[CH:65][CH:64]=[CH:63][CH:62]=1, predict the reaction product. (7) Given the reactants [N:1]1([C:6]([C:8]2[CH:9]=[C:10]([C:18]3[N:19]=[C:20]([C:23]4[CH:28]=[CH:27][N:26]=[CH:25][CH:24]=4)[S:21][CH:22]=3)[C:11](=[O:17])[NH:12][C:13]=2[CH:14]([CH3:16])[CH3:15])=[O:7])[CH:5]=[CH:4]N=C1.[OH:29]CCN.CCN(C(C)C)C(C)C, predict the reaction product. The product is: [OH:29][CH2:4][CH2:5][NH:1][C:6]([C:8]1[CH:9]=[C:10]([C:18]2[N:19]=[C:20]([C:23]3[CH:28]=[CH:27][N:26]=[CH:25][CH:24]=3)[S:21][CH:22]=2)[C:11](=[O:17])[NH:12][C:13]=1[CH:14]([CH3:16])[CH3:15])=[O:7]. (8) Given the reactants [CH:1]1([C:4]2[NH:8][C:7]3[CH:9]=[C:10]([C:14]4[C:15]([CH3:20])=[N:16][O:17][C:18]=4[CH3:19])[CH:11]=[C:12](I)[C:6]=3[N:5]=2)[CH2:3][CH2:2]1.[CH3:21][C:22]1[C:26](B2OC(C)(C)C(C)(C)O2)=[C:25]([CH3:36])[O:24][N:23]=1.C([O-])([O-])=O.[Cs+].[Cs+], predict the reaction product. The product is: [CH:1]1([C:4]2[NH:8][C:7]3[CH:9]=[C:10]([C:14]4[C:15]([CH3:20])=[N:16][O:17][C:18]=4[CH3:19])[CH:11]=[C:12]([C:26]4[C:22]([CH3:21])=[N:23][O:24][C:25]=4[CH3:36])[C:6]=3[N:5]=2)[CH2:3][CH2:2]1. (9) Given the reactants C(OC([C:11]1[C:19]2[C:14](=[CH:15][CH:16]=[C:17](CCOS(C)(=O)=O)[CH:18]=2)[NH:13][C:12]=1C)=O)C1C=CC=CC=1.OC1CC[NH:32]CC1, predict the reaction product. The product is: [NH:13]1[C:14]2[C:19](=[CH:18][CH:17]=[CH:16][CH:15]=2)[CH:11]=[C:12]1[NH2:32]. (10) Given the reactants [CH3:1][O:2][C:3]([C:5]1[C:14]2[C:9](=[CH:10][C:11]([OH:15])=[CH:12][CH:13]=2)[CH:8]=[CH:7][CH:6]=1)=[O:4].[Cl:16][C:17]1[CH:22]=[C:21](Cl)[N:20]=[C:19]([CH3:24])[N:18]=1.[O-]P([O-])([O-])=O.[K+].[K+].[K+].O, predict the reaction product. The product is: [CH3:1][O:2][C:3]([C:5]1[C:14]2[C:9](=[CH:10][C:11]([O:15][C:21]3[CH:22]=[C:17]([Cl:16])[N:18]=[C:19]([CH3:24])[N:20]=3)=[CH:12][CH:13]=2)[CH:8]=[CH:7][CH:6]=1)=[O:4].